From a dataset of Catalyst prediction with 721,799 reactions and 888 catalyst types from USPTO. Predict which catalyst facilitates the given reaction. Reactant: [NH2:1][CH2:2][C:3]1[N:7]=[C:6]([C@H:8]([CH2:13][CH2:14][CH2:15][CH:16]2[CH2:21][CH2:20][CH2:19][CH2:18][CH2:17]2)[CH2:9][C:10]([OH:12])=[O:11])[O:5][N:4]=1.CCN(CC)CC.[CH3:29][C:30]([O:33][C:34](ON=C(C1C=CC=CC=1)C#N)=[O:35])([CH3:32])[CH3:31]. Product: [C:30]([O:33][C:34]([NH:1][CH2:2][C:3]1[N:7]=[C:6]([C@H:8]([CH2:13][CH2:14][CH2:15][CH:16]2[CH2:17][CH2:18][CH2:19][CH2:20][CH2:21]2)[CH2:9][C:10]([OH:12])=[O:11])[O:5][N:4]=1)=[O:35])([CH3:32])([CH3:31])[CH3:29]. The catalyst class is: 38.